From a dataset of Forward reaction prediction with 1.9M reactions from USPTO patents (1976-2016). Predict the product of the given reaction. (1) Given the reactants [Cl:1][C:2]1[CH:41]=[C:40]([O:42][C:43]([F:46])([F:45])[F:44])[CH:39]=[CH:38][C:3]=1[CH2:4][NH:5][C:6]([C:8]1[C:17](=[O:18])[C:16]2[C:11](=[C:12]([O:31][CH3:32])[C:13]([N:20]3[CH2:25][CH2:24][CH:23]([C:26]([O:28]CC)=[O:27])[CH2:22][CH2:21]3)=[C:14]([F:19])[CH:15]=2)[N:10]([CH2:33][C:34]([F:37])([F:36])[F:35])[CH:9]=1)=[O:7].[OH-].[Li+].Cl.CS(C)=O, predict the reaction product. The product is: [Cl:1][C:2]1[CH:41]=[C:40]([O:42][C:43]([F:46])([F:44])[F:45])[CH:39]=[CH:38][C:3]=1[CH2:4][NH:5][C:6]([C:8]1[C:17](=[O:18])[C:16]2[C:11](=[C:12]([O:31][CH3:32])[C:13]([N:20]3[CH2:21][CH2:22][CH:23]([C:26]([OH:28])=[O:27])[CH2:24][CH2:25]3)=[C:14]([F:19])[CH:15]=2)[N:10]([CH2:33][C:34]([F:37])([F:36])[F:35])[CH:9]=1)=[O:7]. (2) Given the reactants [Br:1][C:2]1[N:11]=[C:10]([C:12]([O:14][CH3:15])=[O:13])[C:9]([OH:16])=[C:8]2[C:3]=1[CH:4]=[CH:5][CH:6]=[N:7]2.[CH3:17][O:18][C:19]1[CH:26]=[CH:25][C:22]([CH2:23]Cl)=[CH:21][CH:20]=1.C([O-])([O-])=O.[Cs+].[Cs+], predict the reaction product. The product is: [Br:1][C:2]1[N:11]=[C:10]([C:12]([O:14][CH3:15])=[O:13])[C:9]([O:16][CH2:23][C:22]2[CH:25]=[CH:26][C:19]([O:18][CH3:17])=[CH:20][CH:21]=2)=[C:8]2[C:3]=1[CH:4]=[CH:5][CH:6]=[N:7]2. (3) Given the reactants [C:1]([O:5][C:6]([N:8]1[CH2:17][CH2:16][C:15]2[C:10](=[CH:11][C:12]([C:20](O)=[O:21])=[C:13]([O:18][CH3:19])[CH:14]=2)[CH:9]1[CH2:23][C:24]1[CH:29]=[CH:28][C:27]([Cl:30])=[C:26]([Cl:31])[CH:25]=1)=[O:7])([CH3:4])([CH3:3])[CH3:2].Cl.[CH3:33][NH:34][CH3:35].C1C=CC2N(O)N=NC=2C=1.CCN=C=NCCCN(C)C.Cl, predict the reaction product. The product is: [C:1]([O:5][C:6]([N:8]1[CH2:17][CH2:16][C:15]2[C:10](=[CH:11][C:12]([C:20](=[O:21])[N:34]([CH3:35])[CH3:33])=[C:13]([O:18][CH3:19])[CH:14]=2)[CH:9]1[CH2:23][C:24]1[CH:29]=[CH:28][C:27]([Cl:30])=[C:26]([Cl:31])[CH:25]=1)=[O:7])([CH3:2])([CH3:3])[CH3:4].